This data is from Reaction yield outcomes from USPTO patents with 853,638 reactions. The task is: Predict the reaction yield, written as a fraction of the theoretical maximum amount of product (1.0 means a 100% yield; for example, 0.34 means a 34% yield). (1) The reactants are [OH:1][C:2]1[CH:7]=[C:6]([CH3:8])O[C:4](=[O:9])[CH:3]=1.[NH2:10][CH2:11][C:12]1[N:13]=[CH:14][C:15]([CH3:18])=[N:16][CH:17]=1. The catalyst is O. The product is [OH:1][C:2]1[CH:7]=[C:6]([CH3:8])[N:10]([CH2:11][C:12]2[CH:17]=[N:16][C:15]([CH3:18])=[CH:14][N:13]=2)[C:4](=[O:9])[CH:3]=1. The yield is 0.630. (2) The reactants are [CH3:1][CH:2]([CH3:8])[CH2:3][CH2:4][C:5](=[O:7])[CH3:6].[CH2:9]([O:11][C:12](=[O:18])[C:13](OCC)=[O:14])[CH3:10].CC[O-].[Na+]. No catalyst specified. The product is [CH2:9]([O:11][C:12](=[O:18])[C:13](=[O:14])[CH2:6][C:5](=[O:7])[CH2:4][CH2:3][CH:2]([CH3:8])[CH3:1])[CH3:10]. The yield is 0.703. (3) The reactants are [F:1][C:2]1[CH:3]=[C:4]([C:9]([C:11]2[C:20]([NH2:21])=[C:19]3[C:14]([CH:15]=[CH:16][CH:17]=[N:18]3)=[CH:13][CH:12]=2)=O)[CH:5]=[CH:6][C:7]=1[F:8].[CH3:22][NH:23][S:24](Cl)(=[O:26])=[O:25].[BH4-].[Na+]. The catalyst is N1C=CC=CC=1. The product is [F:1][C:2]1[CH:3]=[C:4]([CH:9]2[C:11]3[CH:12]=[CH:13][C:14]4[C:19](=[N:18][CH:17]=[CH:16][CH:15]=4)[C:20]=3[NH:21][S:24](=[O:26])(=[O:25])[N:23]2[CH3:22])[CH:5]=[CH:6][C:7]=1[F:8]. The yield is 0.470. (4) The reactants are [F:1][C:2]1[CH:23]=[C:22]([N+:24]([O-:26])=[O:25])[CH:21]=[CH:20][C:3]=1[O:4][C:5]1[CH:6]=[C:7]2[C:11](=[CH:12][C:13]=1[C:14]1[CH:15]=[N:16][NH:17][CH:18]=1)[N:10]([CH3:19])[N:9]=[CH:8]2.[C:27]([O:31][C:32](O[C:32]([O:31][C:27]([CH3:30])([CH3:29])[CH3:28])=[O:33])=[O:33])([CH3:30])([CH3:29])[CH3:28]. The catalyst is C(Cl)Cl. The product is [F:1][C:2]1[CH:23]=[C:22]([N+:24]([O-:26])=[O:25])[CH:21]=[CH:20][C:3]=1[O:4][C:5]1[CH:6]=[C:7]2[C:11](=[CH:12][C:13]=1[C:14]1[CH:18]=[N:17][N:16]([C:32]([O:31][C:27]([CH3:30])([CH3:29])[CH3:28])=[O:33])[CH:15]=1)[N:10]([CH3:19])[N:9]=[CH:8]2. The yield is 0.489. (5) The reactants are [Br:1][C:2]1[CH:11]=[C:10]2[C:5]([C:6](=O)[NH:7][C:8]([CH3:12])=[N:9]2)=[CH:4][CH:3]=1.P(Cl)(Cl)([Cl:16])=O. The catalyst is CN(C)C1C=CC=CC=1. The product is [Br:1][C:2]1[CH:11]=[C:10]2[C:5]([C:6]([Cl:16])=[N:7][C:8]([CH3:12])=[N:9]2)=[CH:4][CH:3]=1. The yield is 0.590. (6) The reactants are [CH:1]1([CH2:4][O:5][C:6]2[CH:25]=[CH:24][C:9]([CH2:10][N:11]3[CH2:20][CH2:19][C:18]4[C:13](=[CH:14][CH:15]=[C:16]([O:21]C)[CH:17]=4)[C:12]3=[O:23])=[CH:8][CH:7]=2)[CH2:3][CH2:2]1.C[S-].[Na+].O. The catalyst is CN(C=O)C. The product is [CH:1]1([CH2:4][O:5][C:6]2[CH:25]=[CH:24][C:9]([CH2:10][N:11]3[CH2:20][CH2:19][C:18]4[C:13](=[CH:14][CH:15]=[C:16]([OH:21])[CH:17]=4)[C:12]3=[O:23])=[CH:8][CH:7]=2)[CH2:3][CH2:2]1. The yield is 0.854. (7) The reactants are [O:1]1[CH2:6][CH2:5][N:4]([C:7]2[S:8][N:9]=[C:10]3[CH:15]=[C:14](Br)[CH:13]=[N:12][C:11]=23)[CH2:3][CH2:2]1.[CH2:17]([O:19][C:20]([C:22]1[CH:23]=[C:24](B(O)O)[CH:25]=[CH:26][CH:27]=1)=[O:21])C.C([O-])([O-])=O.[K+].[K+]. The catalyst is C1C=CC([P]([Pd]([P](C2C=CC=CC=2)(C2C=CC=CC=2)C2C=CC=CC=2)([P](C2C=CC=CC=2)(C2C=CC=CC=2)C2C=CC=CC=2)[P](C2C=CC=CC=2)(C2C=CC=CC=2)C2C=CC=CC=2)(C2C=CC=CC=2)C2C=CC=CC=2)=CC=1. The product is [O:1]1[CH2:6][CH2:5][N:4]([C:7]2[S:8][N:9]=[C:10]3[CH:15]=[C:14]([C:25]4[CH:24]=[CH:23][C:22]([C:20]([O:19][CH3:17])=[O:21])=[CH:27][CH:26]=4)[CH:13]=[N:12][C:11]=23)[CH2:3][CH2:2]1. The yield is 0.670.